From a dataset of Reaction yield outcomes from USPTO patents with 853,638 reactions. Predict the reaction yield, written as a fraction of the theoretical maximum amount of product (1.0 means a 100% yield; for example, 0.34 means a 34% yield). The reactants are Br[C:2]1[CH:8]=[C:7]([N+:9]([O-:11])=[O:10])[C:6]([F:12])=[CH:5][C:3]=1[NH2:4].[CH3:13][C:14]([CH3:18])([CH3:17])[C:15]#[CH:16].CCN(CC)CC. The catalyst is C1(C)C=CC=CC=1.O.[Cu]I.Cl[Pd](Cl)([P](C1C=CC=CC=1)(C1C=CC=CC=1)C1C=CC=CC=1)[P](C1C=CC=CC=1)(C1C=CC=CC=1)C1C=CC=CC=1. The product is [CH3:13][C:14]([CH3:18])([CH3:17])[C:15]#[C:16][C:2]1[CH:8]=[C:7]([N+:9]([O-:11])=[O:10])[C:6]([F:12])=[CH:5][C:3]=1[NH2:4]. The yield is 0.460.